This data is from NCI-60 drug combinations with 297,098 pairs across 59 cell lines. The task is: Regression. Given two drug SMILES strings and cell line genomic features, predict the synergy score measuring deviation from expected non-interaction effect. (1) Drug 1: CC12CCC3C(C1CCC2=O)CC(=C)C4=CC(=O)C=CC34C. Drug 2: CS(=O)(=O)OCCCCOS(=O)(=O)C. Cell line: K-562. Synergy scores: CSS=60.5, Synergy_ZIP=8.69, Synergy_Bliss=11.8, Synergy_Loewe=3.70, Synergy_HSA=9.96. (2) Drug 1: CCC1(CC2CC(C3=C(CCN(C2)C1)C4=CC=CC=C4N3)(C5=C(C=C6C(=C5)C78CCN9C7C(C=CC9)(C(C(C8N6C)(C(=O)OC)O)OC(=O)C)CC)OC)C(=O)OC)O.OS(=O)(=O)O. Drug 2: C(CCl)NC(=O)N(CCCl)N=O. Cell line: UACC-257. Synergy scores: CSS=2.82, Synergy_ZIP=-0.746, Synergy_Bliss=-0.558, Synergy_Loewe=0.164, Synergy_HSA=-0.526. (3) Drug 1: C1=CC(=CC=C1CC(C(=O)O)N)N(CCCl)CCCl.Cl. Drug 2: C1=CC=C(C=C1)NC(=O)CCCCCCC(=O)NO. Cell line: COLO 205. Synergy scores: CSS=17.1, Synergy_ZIP=-4.10, Synergy_Bliss=-0.353, Synergy_Loewe=-6.45, Synergy_HSA=-4.10. (4) Drug 1: CC12CCC(CC1=CCC3C2CCC4(C3CC=C4C5=CN=CC=C5)C)O. Drug 2: COC1=CC(=CC(=C1O)OC)C2C3C(COC3=O)C(C4=CC5=C(C=C24)OCO5)OC6C(C(C7C(O6)COC(O7)C8=CC=CS8)O)O. Cell line: SR. Synergy scores: CSS=31.5, Synergy_ZIP=-15.0, Synergy_Bliss=-27.5, Synergy_Loewe=-34.1, Synergy_HSA=-25.4. (5) Drug 1: CCC(=C(C1=CC=CC=C1)C2=CC=C(C=C2)OCCN(C)C)C3=CC=CC=C3.C(C(=O)O)C(CC(=O)O)(C(=O)O)O. Drug 2: CN(C(=O)NC(C=O)C(C(C(CO)O)O)O)N=O. Cell line: SK-MEL-5. Synergy scores: CSS=-3.11, Synergy_ZIP=0.283, Synergy_Bliss=-1.84, Synergy_Loewe=-4.73, Synergy_HSA=-4.17. (6) Drug 1: C1=CC(=C2C(=C1NCCNCCO)C(=O)C3=C(C=CC(=C3C2=O)O)O)NCCNCCO. Drug 2: C1=NC(=NC(=O)N1C2C(C(C(O2)CO)O)O)N. Cell line: NCI-H460. Synergy scores: CSS=52.1, Synergy_ZIP=-2.53, Synergy_Bliss=-0.748, Synergy_Loewe=-8.19, Synergy_HSA=2.38. (7) Drug 1: CC1=CC=C(C=C1)C2=CC(=NN2C3=CC=C(C=C3)S(=O)(=O)N)C(F)(F)F. Drug 2: C1CN1P(=S)(N2CC2)N3CC3. Cell line: HCT116. Synergy scores: CSS=20.5, Synergy_ZIP=-2.34, Synergy_Bliss=-0.363, Synergy_Loewe=-11.3, Synergy_HSA=-4.96.